This data is from Reaction yield outcomes from USPTO patents with 853,638 reactions. The task is: Predict the reaction yield, written as a fraction of the theoretical maximum amount of product (1.0 means a 100% yield; for example, 0.34 means a 34% yield). (1) The reactants are [CH3:1][O:2][C:3]1[CH:8]=[CH:7][C:6](Cl)=[CH:5][CH:4]=1.[F:10][C:11]1[CH:16]=[CH:15][CH:14]=[CH:13][C:12]=1[C:17](=[O:20])[CH2:18][CH3:19].C(O[Na])(C)(C)C. The catalyst is C1(C)C=CC=CC=1.C([O-])(=O)C.[Pd+2].C([O-])(=O)C.COC1C=CC=C(N(C)C2C=CC=CC=2)C=1P(C1CCCCC1)C1CCCCC1. The product is [F:10][C:11]1[CH:16]=[CH:15][CH:14]=[CH:13][C:12]=1[C:17](=[O:20])[CH:18]([C:6]1[CH:7]=[CH:8][C:3]([O:2][CH3:1])=[CH:4][CH:5]=1)[CH3:19]. The yield is 0.520. (2) The reactants are [F:1][C:2]([F:13])([F:12])[C:3]1[CH:11]=[CH:10][C:6]([CH:7]=[N:8][OH:9])=[CH:5][CH:4]=1.[CH2:14]([Cl:17])[C:15]#[CH:16].C(N(CC)CC)C. The catalyst is C(Cl)Cl. The product is [Cl:17][CH2:14][C:15]1[O:9][N:8]=[C:7]([C:6]2[CH:10]=[CH:11][C:3]([C:2]([F:12])([F:13])[F:1])=[CH:4][CH:5]=2)[CH:16]=1. The yield is 0.230. (3) The reactants are [CH:1]([NH:4][C:5]([C:7]1[C:15]2[C:10](=[N:11][CH:12]=[C:13]([C:16]3[C:24]4[CH2:23][C:22]([CH3:26])([CH3:25])[CH2:21][CH2:20][C:19]=4[N:18]([CH3:27])[N:17]=3)[N:14]=2)[N:9](COCC[Si](C)(C)C)[CH:8]=1)=[O:6])([CH3:3])[CH3:2].C(O)(C(F)(F)F)=O. The catalyst is ClCCl. The product is [CH:1]([NH:4][C:5]([C:7]1[C:15]2[C:10](=[N:11][CH:12]=[C:13]([C:16]3[C:24]4[CH2:23][C:22]([CH3:25])([CH3:26])[CH2:21][CH2:20][C:19]=4[N:18]([CH3:27])[N:17]=3)[N:14]=2)[NH:9][CH:8]=1)=[O:6])([CH3:3])[CH3:2]. The yield is 0.720.